Dataset: NCI-60 drug combinations with 297,098 pairs across 59 cell lines. Task: Regression. Given two drug SMILES strings and cell line genomic features, predict the synergy score measuring deviation from expected non-interaction effect. (1) Drug 1: CN(C)C1=NC(=NC(=N1)N(C)C)N(C)C. Drug 2: CN1C(=O)N2C=NC(=C2N=N1)C(=O)N. Cell line: NCIH23. Synergy scores: CSS=0.995, Synergy_ZIP=3.58, Synergy_Bliss=5.32, Synergy_Loewe=2.73, Synergy_HSA=3.05. (2) Drug 1: C1=NC2=C(N=C(N=C2N1C3C(C(C(O3)CO)O)F)Cl)N. Cell line: MCF7. Drug 2: C1=CC=C(C=C1)NC(=O)CCCCCCC(=O)NO. Synergy scores: CSS=11.5, Synergy_ZIP=-7.46, Synergy_Bliss=-0.139, Synergy_Loewe=-3.01, Synergy_HSA=-0.164.